Regression. Given a peptide amino acid sequence and an MHC pseudo amino acid sequence, predict their binding affinity value. This is MHC class I binding data. From a dataset of Peptide-MHC class I binding affinity with 185,985 pairs from IEDB/IMGT. The peptide sequence is ILMEHIHKL. The MHC is BoLA-T2C with pseudo-sequence BoLA-T2C. The binding affinity (normalized) is 1.00.